Dataset: Reaction yield outcomes from USPTO patents with 853,638 reactions. Task: Predict the reaction yield, written as a fraction of the theoretical maximum amount of product (1.0 means a 100% yield; for example, 0.34 means a 34% yield). (1) The reactants are [C:1]1([NH2:8])[CH:6]=[CH:5][CH:4]=[C:3]([NH2:7])[CH:2]=1.C(N(CC)C(C)C)(C)C.Cl[C:19]([O:21][CH2:22][C:23]1[CH:28]=[CH:27][CH:26]=[CH:25][CH:24]=1)=[O:20].C([O-])(O)=O.[Na+]. The catalyst is C(Cl)Cl. The product is [NH2:7][C:3]1[CH:2]=[C:1]([NH:8][C:19](=[O:20])[O:21][CH2:22][C:23]2[CH:28]=[CH:27][CH:26]=[CH:25][CH:24]=2)[CH:6]=[CH:5][CH:4]=1. The yield is 0.710. (2) The reactants are [CH2:1]([N:3]1[C:7]([C:8]2[CH:9]=[C:10]([C:13]([OH:15])=O)[O:11][CH:12]=2)=[C:6]([CH3:16])[CH:5]=[N:4]1)[CH3:2].C1CN([P+](Br)(N2CCCC2)N2CCCC2)CC1.F[P-](F)(F)(F)(F)F.CCN(C(C)C)C(C)C.[NH2:50][C@@H:51]([CH2:64][C:65]1[CH:70]=[CH:69][CH:68]=[C:67]([F:71])[CH:66]=1)[CH2:52][N:53]1[C:61](=[O:62])[C:60]2[C:55](=[CH:56][CH:57]=[CH:58][CH:59]=2)[C:54]1=[O:63]. The catalyst is C(Cl)Cl. The product is [O:63]=[C:54]1[C:55]2[C:60](=[CH:59][CH:58]=[CH:57][CH:56]=2)[C:61](=[O:62])[N:53]1[CH2:52][C@@H:51]([NH:50][C:13]([C:10]1[O:11][CH:12]=[C:8]([C:7]2[N:3]([CH2:1][CH3:2])[N:4]=[CH:5][C:6]=2[CH3:16])[CH:9]=1)=[O:15])[CH2:64][C:65]1[CH:70]=[CH:69][CH:68]=[C:67]([F:71])[CH:66]=1. The yield is 0.540. (3) The yield is 0.820. The catalyst is CN(C=O)C.CCOC(C)=O.Cl[Pd](Cl)([P](C1C=CC=CC=1)(C1C=CC=CC=1)C1C=CC=CC=1)[P](C1C=CC=CC=1)(C1C=CC=CC=1)C1C=CC=CC=1.[Cu]I. The product is [CH3:26][O:25][C:23](=[O:24])[C:22]1[CH:27]=[C:28]([C:2]#[C:1][C:3]2[CH:8]=[CH:7][CH:6]=[C:5]([NH:9][C:10]([C:12]3[O:13][CH:14]=[CH:15][C:16]=3[CH3:17])=[O:11])[CH:4]=2)[C:19]([NH2:18])=[N:20][CH:21]=1. The reactants are [C:1]([C:3]1[CH:4]=[C:5]([NH:9][C:10]([C:12]2[O:13][CH:14]=[CH:15][C:16]=2[CH3:17])=[O:11])[CH:6]=[CH:7][CH:8]=1)#[CH:2].[NH2:18][C:19]1[C:28](I)=[CH:27][C:22]([C:23]([O:25][CH3:26])=[O:24])=[CH:21][N:20]=1.CCN(C(C)C)C(C)C.